From a dataset of Peptide-MHC class II binding affinity with 134,281 pairs from IEDB. Regression. Given a peptide amino acid sequence and an MHC pseudo amino acid sequence, predict their binding affinity value. This is MHC class II binding data. The peptide sequence is VHRGAVPRRGPRGGP. The MHC is DRB4_0101 with pseudo-sequence DRB4_0103. The binding affinity (normalized) is 0.234.